Dataset: Full USPTO retrosynthesis dataset with 1.9M reactions from patents (1976-2016). Task: Predict the reactants needed to synthesize the given product. (1) Given the product [CH3:28][C:26]1[CH:25]=[CH:24][N:23]=[C:22]([NH:21][C:19]2[S:20][C:14]3[CH2:13][O:12][CH:11]([C:29]([F:30])([F:32])[F:31])[C:10]4[C:16](=[CH:17][NH:8][N:9]=4)[C:15]=3[N:18]=2)[N:27]=1, predict the reactants needed to synthesize it. The reactants are: COC1C=CC(C[N:8]2[CH:17]=[C:16]3[C:10]([CH:11]([C:29]([F:32])([F:31])[F:30])[O:12][CH2:13][C:14]4[S:20][C:19]([NH:21][C:22]5[N:27]=[C:26]([CH3:28])[CH:25]=[CH:24][N:23]=5)=[N:18][C:15]=43)=[N:9]2)=CC=1. (2) Given the product [C:15]1([C@@H:21]([NH:23][C:4]2[CH2:9][CH2:8][CH2:7][CH2:6][C:5]=2[C:10]([O:12][CH2:13][CH3:14])=[O:11])[CH3:22])[CH:20]=[CH:19][CH:18]=[CH:17][CH:16]=1, predict the reactants needed to synthesize it. The reactants are: CO.O=[C:4]1[CH2:9][CH2:8][CH2:7][CH2:6][CH:5]1[C:10]([O:12][CH2:13][CH3:14])=[O:11].[C:15]1([C@@H:21]([NH2:23])[CH3:22])[CH:20]=[CH:19][CH:18]=[CH:17][CH:16]=1. (3) Given the product [CH:7]1[CH:8]=[CH:9][C:10]2[N:11]([C:18]([NH2:20])=[O:19])[C:12]3[CH:13]=[CH:14][CH:15]=[CH:16][C:17]=3[C:3](=[O:2])[CH2:4][C:5]=2[CH:6]=1, predict the reactants needed to synthesize it. The reactants are: C[O:2][C:3]1[C:17]2[C:12](=[CH:13][CH:14]=[CH:15][CH:16]=2)[N:11]([C:18]([NH2:20])=[O:19])[C:10]2[C:5](=[CH:6][CH:7]=[CH:8][CH:9]=2)[CH:4]=1.C(O)(=O)C(O)=O.C(O)(C)C.